Dataset: Reaction yield outcomes from USPTO patents with 853,638 reactions. Task: Predict the reaction yield, written as a fraction of the theoretical maximum amount of product (1.0 means a 100% yield; for example, 0.34 means a 34% yield). (1) The reactants are [H-].[Na+].C(=S)=S.CI.C(SC)(=S)O[CH2:10][C:11]1[CH:16]=[CH:15][C:14]([O:17][C:18]2[CH:23]=[CH:22][C:21]([F:24])=[C:20]([NH2:25])[CH:19]=2)=[CH:13][N:12]=1.C([SnH](CCCC)CCCC)CCC.CC(N=NC(C#N)(C)C)(C#N)C. The catalyst is C1COCC1.C1(C)C=CC=CC=1. The product is [F:24][C:21]1[CH:22]=[CH:23][C:18]([O:17][C:14]2[CH:13]=[N:12][C:11]([CH3:10])=[CH:16][CH:15]=2)=[CH:19][C:20]=1[NH2:25]. The yield is 0.560. (2) The reactants are O[CH2:2][C:3]1[CH:8]=[CH:7][NH:6][C:5](=[O:9])[CH:4]=1.[BrH:10]. No catalyst specified. The product is [Br:10][CH2:2][C:3]1[CH:8]=[CH:7][NH:6][C:5](=[O:9])[CH:4]=1. The yield is 1.00. (3) The catalyst is CS(C)=O. The reactants are N1([C:6](N2C=CN=C2)=[O:7])C=CN=C1.[CH2:13]([OH:18])[CH2:14][CH2:15][CH2:16][CH3:17].[CH3:19][S:20]([C:23]1[CH:28]=[CH:27][C:26]([N:29]2[C:33]3=[N:34][CH:35]=[N:36][C:37]([O:38][CH:39]4[CH2:44][CH2:43][NH:42][CH2:41][CH2:40]4)=[C:32]3[CH:31]=[N:30]2)=[CH:25][CH:24]=1)(=[O:22])=[O:21].C(N(CC)CC)C. The yield is 0.320. The product is [CH2:13]([O:18][C:6]([N:42]1[CH2:43][CH2:44][CH:39]([O:38][C:37]2[N:36]=[CH:35][N:34]=[C:33]3[N:29]([C:26]4[CH:27]=[CH:28][C:23]([S:20]([CH3:19])(=[O:21])=[O:22])=[CH:24][CH:25]=4)[N:30]=[CH:31][C:32]=23)[CH2:40][CH2:41]1)=[O:7])[CH2:14][CH2:15][CH2:16][CH3:17].